This data is from NCI-60 drug combinations with 297,098 pairs across 59 cell lines. The task is: Regression. Given two drug SMILES strings and cell line genomic features, predict the synergy score measuring deviation from expected non-interaction effect. (1) Drug 1: CC12CCC(CC1=CCC3C2CCC4(C3CC=C4C5=CN=CC=C5)C)O. Drug 2: C1=CN(C=N1)CC(O)(P(=O)(O)O)P(=O)(O)O. Cell line: SR. Synergy scores: CSS=27.8, Synergy_ZIP=-7.83, Synergy_Bliss=-3.07, Synergy_Loewe=-4.06, Synergy_HSA=-1.11. (2) Drug 1: CC1=CC2C(CCC3(C2CCC3(C(=O)C)OC(=O)C)C)C4(C1=CC(=O)CC4)C. Drug 2: C1CCC(C(C1)N)N.C(=O)(C(=O)[O-])[O-].[Pt+4]. Cell line: UACC62. Synergy scores: CSS=6.40, Synergy_ZIP=-2.75, Synergy_Bliss=-1.89, Synergy_Loewe=-41.1, Synergy_HSA=-2.03. (3) Drug 1: CC=C1C(=O)NC(C(=O)OC2CC(=O)NC(C(=O)NC(CSSCCC=C2)C(=O)N1)C(C)C)C(C)C. Drug 2: COC1=C2C(=CC3=C1OC=C3)C=CC(=O)O2. Cell line: UACC-257. Synergy scores: CSS=41.9, Synergy_ZIP=1.57, Synergy_Bliss=-0.117, Synergy_Loewe=-46.8, Synergy_HSA=-1.20. (4) Drug 1: CCCCCOC(=O)NC1=NC(=O)N(C=C1F)C2C(C(C(O2)C)O)O. Drug 2: C1C(C(OC1N2C=NC3=C2NC=NCC3O)CO)O. Cell line: NCI-H522. Synergy scores: CSS=-3.16, Synergy_ZIP=0.0224, Synergy_Bliss=-3.94, Synergy_Loewe=-5.82, Synergy_HSA=-4.89. (5) Synergy scores: CSS=11.1, Synergy_ZIP=-2.72, Synergy_Bliss=-0.329, Synergy_Loewe=-8.83, Synergy_HSA=-4.32. Cell line: HT29. Drug 2: CN(CCCl)CCCl.Cl. Drug 1: C1=CC(=CC=C1C#N)C(C2=CC=C(C=C2)C#N)N3C=NC=N3. (6) Drug 1: C1CCC(C1)C(CC#N)N2C=C(C=N2)C3=C4C=CNC4=NC=N3. Drug 2: CC1=C(C=C(C=C1)NC(=O)C2=CC=C(C=C2)CN3CCN(CC3)C)NC4=NC=CC(=N4)C5=CN=CC=C5. Cell line: UACC62. Synergy scores: CSS=-5.64, Synergy_ZIP=5.02, Synergy_Bliss=2.24, Synergy_Loewe=-7.09, Synergy_HSA=-7.47. (7) Drug 1: C#CCC(CC1=CN=C2C(=N1)C(=NC(=N2)N)N)C3=CC=C(C=C3)C(=O)NC(CCC(=O)O)C(=O)O. Drug 2: CC(C)CN1C=NC2=C1C3=CC=CC=C3N=C2N. Cell line: NCI-H322M. Synergy scores: CSS=-2.89, Synergy_ZIP=1.38, Synergy_Bliss=-0.585, Synergy_Loewe=-2.78, Synergy_HSA=-2.97.